Dataset: Full USPTO retrosynthesis dataset with 1.9M reactions from patents (1976-2016). Task: Predict the reactants needed to synthesize the given product. (1) Given the product [Cl:1][C:2]1[NH:7][C:6]2=[N:8][CH:9]=[C:10]([I:12])[C:5]2=[C:4]([Cl:11])[N:3]=1, predict the reactants needed to synthesize it. The reactants are: [Cl:1][C:2]1[NH:7][C:6]2=[N:8][CH:9]=[CH:10][C:5]2=[C:4]([Cl:11])[N:3]=1.[I:12]N1C(=O)CCC1=O.O. (2) The reactants are: [C:1]([C:3]1[N:7]2[N:8]=[CH:9][CH:10]=[CH:11][C:6]2=[N:5][CH:4]=1)#[CH:2].[Cl:12][C:13]1[CH:37]=[CH:36][C:16]([C:17]([NH:19][C:20]2[CH:25]=[C:24]([C:26]([F:29])([F:28])[F:27])[CH:23]=[C:22]([N:30]3[CH:34]=[C:33]([CH3:35])[N:32]=[CH:31]3)[CH:21]=2)=[O:18])=[CH:15][C:14]=1I. Given the product [Cl:12][C:13]1[CH:14]=[CH:15][C:16]([C:17]([NH:19][C:20]2[CH:25]=[C:24]([C:26]([F:29])([F:27])[F:28])[CH:23]=[C:22]([N:30]3[CH:34]=[C:33]([CH3:35])[N:32]=[CH:31]3)[CH:21]=2)=[O:18])=[CH:36][C:37]=1[C:2]#[C:1][C:3]1[N:7]2[N:8]=[CH:9][CH:10]=[CH:11][C:6]2=[N:5][CH:4]=1, predict the reactants needed to synthesize it. (3) Given the product [CH2:6]=[CH:7][C:8](=[CH2:9])[CH3:10].[CH2:11]=[CH:12][C:13]1[CH:18]=[CH:17][CH:16]=[CH:15][CH:14]=1, predict the reactants needed to synthesize it. The reactants are: C([Li])(C)(C)C.[CH2:6]=[CH:7][C:8](=[CH2:10])[CH3:9].[CH2:11]=[CH:12][C:13]1[CH:18]=[CH:17][CH:16]=[CH:15][CH:14]=1.ClCC=C. (4) Given the product [CH3:1][O:2][C:3]1[CH:4]=[C:5]([CH:23]=[CH:24][C:25]=1[O:26][CH3:27])[CH2:6][CH:7]1[C:16]2[C:11](=[CH:12][C:13]([O:21][CH3:22])=[C:14]([O:17][CH:18]([CH3:20])[CH3:19])[CH:15]=2)[CH2:10][CH2:9][N:8]1[CH2:29][C:30]([NH:33][CH:34]1[C:42]2[C:37](=[CH:38][CH:39]=[C:40]([O:43][CH3:44])[CH:41]=2)[CH2:36][CH2:35]1)=[O:31], predict the reactants needed to synthesize it. The reactants are: [CH3:1][O:2][C:3]1[CH:4]=[C:5]([CH:23]=[CH:24][C:25]=1[O:26][CH3:27])[CH2:6][CH:7]1[C:16]2[C:11](=[CH:12][C:13]([O:21][CH3:22])=[C:14]([O:17][CH:18]([CH3:20])[CH3:19])[CH:15]=2)[CH2:10][CH2:9][NH:8]1.Br[CH2:29][C:30](Br)=[O:31].[NH2:33][CH:34]1[C:42]2[C:37](=[CH:38][CH:39]=[C:40]([O:43][CH3:44])[CH:41]=2)[CH2:36][CH2:35]1. (5) Given the product [CH:11]([N:8]1[C:9]2[C:5](=[CH:4][CH:3]=[C:2]([B:17]3[O:21][C:20]([CH3:23])([CH3:22])[C:19]([CH3:25])([CH3:24])[O:18]3)[CH:10]=2)[C:6]([CH3:16])([CH3:15])[C:7]1=[O:14])([CH3:13])[CH3:12], predict the reactants needed to synthesize it. The reactants are: Br[C:2]1[CH:10]=[C:9]2[C:5]([C:6]([CH3:16])([CH3:15])[C:7](=[O:14])[N:8]2[CH:11]([CH3:13])[CH3:12])=[CH:4][CH:3]=1.[B:17]1([B:17]2[O:21][C:20]([CH3:23])([CH3:22])[C:19]([CH3:25])([CH3:24])[O:18]2)[O:21][C:20]([CH3:23])([CH3:22])[C:19]([CH3:25])([CH3:24])[O:18]1.C([O-])(=O)C.[K+].ClCCl. (6) Given the product [CH3:14][C:4]1[C:5]2[N:11]3[CH2:12][C@H:8]([CH2:9][CH2:10]3)[NH:7][C:6]=2[N:13]=[C:2]([C:19]2[CH:20]=[N:21][C:16]([CH3:15])=[CH:17][CH:18]=2)[CH:3]=1, predict the reactants needed to synthesize it. The reactants are: Cl[C:2]1[CH:3]=[C:4]([CH3:14])[C:5]2[N:11]3[CH2:12][C@H:8]([CH2:9][CH2:10]3)[NH:7][C:6]=2[N:13]=1.[CH3:15][C:16]1[N:21]=[CH:20][C:19](B(O)O)=[CH:18][CH:17]=1.P([O-])([O-])([O-])=O.[K+].[K+].[K+].CC(C1C=C(C(C)C)C(C2C=CC=CC=2P(C2CCCCC2)C2CCCCC2)=C(C(C)C)C=1)C. (7) Given the product [CH3:1][O:2][C:3]1[CH:4]=[C:5]([CH:30]=[CH:31][C:32]=1[O:33][CH2:34][C:35]1[CH:36]=[N:37][C:38]([O:41][CH3:42])=[CH:39][CH:40]=1)[CH2:6][N:7]1[C:11]2[CH:12]=[CH:13][C:14]([N:16]3[CH2:21][CH2:20][CH:19]([NH2:22])[CH2:18][CH2:17]3)=[CH:15][C:10]=2[N:9]=[CH:8]1, predict the reactants needed to synthesize it. The reactants are: [CH3:1][O:2][C:3]1[CH:4]=[C:5]([CH:30]=[CH:31][C:32]=1[O:33][CH2:34][C:35]1[CH:36]=[N:37][C:38]([O:41][CH3:42])=[CH:39][CH:40]=1)[CH2:6][N:7]1[C:11]2[CH:12]=[CH:13][C:14]([N:16]3[CH2:21][CH2:20][CH:19]([NH:22]C(=O)OC(C)(C)C)[CH2:18][CH2:17]3)=[CH:15][C:10]=2[N:9]=[CH:8]1.FC(F)(F)C(O)=O. (8) Given the product [ClH:25].[NH:16]1[CH2:15][CH:14]([O:13][C:8]2[C:7]([C:4]3[CH2:5][CH2:6][O:1][CH2:2][CH:3]=3)=[CH:12][CH:11]=[CH:10][N:9]=2)[CH2:17]1, predict the reactants needed to synthesize it. The reactants are: [O:1]1[CH2:6][CH:5]=[C:4]([C:7]2[C:8]([O:13][CH:14]3[CH2:17][N:16](C(OC(C)(C)C)=O)[CH2:15]3)=[N:9][CH:10]=[CH:11][CH:12]=2)[CH2:3][CH2:2]1.[ClH:25]. (9) Given the product [N:10]1([C:16]([O:18][C:19]([CH3:22])([CH3:21])[CH3:20])=[O:17])[CH2:15][CH2:14][N:13]([C:27]([O:26][C:24]([Cl:34])([Cl:25])[Cl:23])=[O:28])[CH2:12][CH2:11]1, predict the reactants needed to synthesize it. The reactants are: CCN(C(C)C)C(C)C.[N:10]1([C:16]([O:18][C:19]([CH3:22])([CH3:21])[CH3:20])=[O:17])[CH2:15][CH2:14][NH:13][CH2:12][CH2:11]1.[Cl:23][C:24]([Cl:34])([O:26][C:27](=O)[O:28]C(Cl)(Cl)Cl)[Cl:25].